This data is from Catalyst prediction with 721,799 reactions and 888 catalyst types from USPTO. The task is: Predict which catalyst facilitates the given reaction. (1) Reactant: [F:1][C:2]1[C:30]([N:31]2[CH2:36][CH2:35][NH:34][CH2:33][CH2:32]2)=[CH:29][C:5]2[N:6]([CH2:17][C:18]3[CH:23]=[CH:22][C:21]([O:24][C:25]([F:28])([F:27])[F:26])=[CH:20][CH:19]=3)[C:7]([CH2:9][O:10][C:11]3[CH:16]=[CH:15][CH:14]=[CH:13][CH:12]=3)=[N:8][C:4]=2[CH:3]=1.Cl.[C:38](Cl)(=[O:45])[C:39]1[CH:44]=[CH:43][N:42]=[CH:41][CH:40]=1. Product: [F:1][C:2]1[C:30]([N:31]2[CH2:36][CH2:35][N:34]([C:38]([C:39]3[CH:44]=[CH:43][N:42]=[CH:41][CH:40]=3)=[O:45])[CH2:33][CH2:32]2)=[CH:29][C:5]2[N:6]([CH2:17][C:18]3[CH:19]=[CH:20][C:21]([O:24][C:25]([F:26])([F:27])[F:28])=[CH:22][CH:23]=3)[C:7]([CH2:9][O:10][C:11]3[CH:12]=[CH:13][CH:14]=[CH:15][CH:16]=3)=[N:8][C:4]=2[CH:3]=1. The catalyst class is: 4. (2) Reactant: [F:1][C:2]1[CH:7]=[C:6]([F:8])[CH:5]=[CH:4][C:3]=1[NH:9][C:10]1[CH:15]=[CH:14][C:13]([C:16]([C:18]2[CH:23]=[C:22]([O:24]CC3C=CC(OC)=CC=3)[CH:21]=[CH:20][C:19]=2[CH3:34])=[O:17])=[C:12]([N+:35]([O-:37])=[O:36])[CH:11]=1.C(O)(C(F)(F)F)=O. Product: [F:1][C:2]1[CH:7]=[C:6]([F:8])[CH:5]=[CH:4][C:3]=1[NH:9][C:10]1[CH:15]=[CH:14][C:13]([C:16]([C:18]2[CH:23]=[C:22]([OH:24])[CH:21]=[CH:20][C:19]=2[CH3:34])=[O:17])=[C:12]([N+:35]([O-:37])=[O:36])[CH:11]=1. The catalyst class is: 2. (3) Reactant: Br[N:2]1[C:10]2[C:5](=[CH:6][CH:7]=[CH:8][CH:9]=2)[CH:4]=[C:3]1[C:11]1[C:16]([F:17])=[CH:15][CH:14]=[CH:13][C:12]=1[Cl:18].[Cl:19][C:20]1[N:25]=[CH:24][C:23](B(O)O)=[C:22]([CH3:29])[CH:21]=1.O1CCOCC1.C(=O)([O-])[O-].[K+].[K+]. Product: [Cl:18][C:12]1[CH:13]=[CH:14][CH:15]=[C:16]([F:17])[C:11]=1[C:3]1[NH:2][C:10]2[C:5]([CH:4]=1)=[CH:6][C:7]([C:23]1[CH:24]=[N:25][C:20]([Cl:19])=[CH:21][C:22]=1[CH3:29])=[CH:8][CH:9]=2. The catalyst class is: 69.